This data is from Reaction yield outcomes from USPTO patents with 853,638 reactions. The task is: Predict the reaction yield, written as a fraction of the theoretical maximum amount of product (1.0 means a 100% yield; for example, 0.34 means a 34% yield). The reactants are [C:1]([NH:9][C:10]1[CH:33]=[CH:32][N:13]([C@@H:14]2[O:31][C@H:21]([CH2:22][O:23][Si](C(C)(C)C)(C)C)[C@@H:16]([O:17][CH2:18]SC)[CH2:15]2)[C:12](=[O:34])[N:11]=1)(=[O:8])[C:2]1[CH:7]=[CH:6][CH:5]=[CH:4][CH:3]=1.C(NC1C=CN([C@@H]2O[C@H](CO[Si](C(C)(C)C)(C)C)[C@@H](O)C2)C(=O)N=1)(=O)C1C=CC=CC=1.[N-:66]=[N+:67]=[N-:68].[Na+].[NH4+].[F-]. The catalyst is C(Cl)Cl. The product is [C:1]([NH:9][C:10]1[CH:33]=[CH:32][N:13]([C@@H:14]2[O:31][C@H:21]([CH2:22][OH:23])[C@@H:16]([O:17][CH2:18][N:66]=[N+:67]=[N-:68])[CH2:15]2)[C:12](=[O:34])[N:11]=1)(=[O:8])[C:2]1[CH:3]=[CH:4][CH:5]=[CH:6][CH:7]=1. The yield is 0.500.